From a dataset of Catalyst prediction with 721,799 reactions and 888 catalyst types from USPTO. Predict which catalyst facilitates the given reaction. (1) Reactant: [Cl:1][C:2]1[S:6][C:5]([C:7]2[N:8]=[CH:9][O:10][C:11]=2[CH2:12][CH2:13][CH2:14][CH2:15][OH:16])=[CH:4][CH:3]=1.[CH3:17][O:18][C:19]1[CH:24]=[CH:23][CH:22]=[CH:21][C:20]=1O.C(P(CCCC)CCCC)CCC.N(C(OCC)=O)=NC(OCC)=O. Product: [Cl:1][C:2]1[S:6][C:5]([C:7]2[N:8]=[CH:9][O:10][C:11]=2[CH2:12][CH2:13][CH2:14][CH2:15][O:16][C:20]2[CH:21]=[CH:22][CH:23]=[CH:24][C:19]=2[O:18][CH3:17])=[CH:4][CH:3]=1. The catalyst class is: 359. (2) Reactant: C(Cl)(=O)C(Cl)=O.[CH2:7]([O:14][C:15]1[CH:16]=[C:17]([CH:21]=[C:22]([O:24][C@@H:25]([CH3:29])[CH2:26][O:27][CH3:28])[CH:23]=1)[C:18](O)=[O:19])[C:8]1[CH:13]=[CH:12][CH:11]=[CH:10][CH:9]=1.C[N:31](C=O)C. The catalyst class is: 2. Product: [CH3:28][O:27][CH2:26][C@@H:25]([O:24][C:22]1[CH:21]=[C:17]([CH:16]=[C:15]([O:14][CH2:7][C:8]2[CH:13]=[CH:12][CH:11]=[CH:10][CH:9]=2)[CH:23]=1)[C:18]([NH2:31])=[O:19])[CH3:29]. (3) Reactant: [CH:1]([N:4]([CH:27]([CH3:29])[CH3:28])[C:5](=O)[CH2:6][CH:7]([C:14]1[CH:15]([O:24]C)[C:16](=C=O)[CH:17]=[C:18](OC)[CH:19]=1)[C:8]1[CH:13]=[CH:12][CH:11]=[CH:10][CH:9]=1)([CH3:3])[CH3:2].[H-].[H-].[H-].[H-].[Li+].[Al+3].C1C[O:39][CH2:38]C1.[Cl-].[Al+3].[Cl-].[Cl-]. Product: [CH:27]([N:4]([CH:1]([CH3:3])[CH3:2])[CH2:5][CH2:6][CH:7]([C:14]1[CH:19]=[C:18]([CH2:38][OH:39])[CH:17]=[CH:16][C:15]=1[OH:24])[C:8]1[CH:13]=[CH:12][CH:11]=[CH:10][CH:9]=1)([CH3:28])[CH3:29]. The catalyst class is: 7. (4) Reactant: [OH-].[Na+].[C:3]([C:5]1[CH:10]=[CH:9][C:8]([CH:11]2[C:20]3[C:19](=[O:21])[CH2:18][CH2:17][CH2:16][C:15]=3[N:14]([C:22]3[CH:27]=[CH:26][CH:25]=[C:24]([C:28]([F:31])([F:30])[F:29])[CH:23]=3)[C:13](=[O:32])[N:12]2[CH2:33][C:34]([O:36]C)=[O:35])=[CH:7][CH:6]=1)#[N:4].O. Product: [C:3]([C:5]1[CH:6]=[CH:7][C:8]([CH:11]2[C:20]3[C:19](=[O:21])[CH2:18][CH2:17][CH2:16][C:15]=3[N:14]([C:22]3[CH:27]=[CH:26][CH:25]=[C:24]([C:28]([F:30])([F:31])[F:29])[CH:23]=3)[C:13](=[O:32])[N:12]2[CH2:33][C:34]([OH:36])=[O:35])=[CH:9][CH:10]=1)#[N:4]. The catalyst class is: 12. (5) Reactant: [C:1]([C:3](=[N:8][OH:9])[C:4]([O:6][CH3:7])=[O:5])#[N:2].[CH2:10](Br)[CH2:11][CH2:12][CH3:13].C(=O)([O-])[O-].[K+].[K+].CN(C=O)C. Product: [CH2:10]([O:9][N:8]=[C:3]([C:1]#[N:2])[C:4]([O:6][CH3:7])=[O:5])[CH2:11][CH2:12][CH3:13]. The catalyst class is: 6. (6) Reactant: [Cl:1][C:2]1[C:14]2[C:13]3[C:8](=[CH:9][CH:10]=[CH:11][CH:12]=3)[C@@:7]([C:16]([F:19])([F:18])[F:17])([OH:15])[C:6]=2[CH:5]=[C:4]([O:20][CH2:21][C@@H:22]2[CH2:24][O:23]2)[CH:3]=1.C([BH-](CC)CC)C.[Li+].O1CCCC1.Cl. Product: [Cl:1][C:2]1[C:14]2[C:13]3[C:8](=[CH:9][CH:10]=[CH:11][CH:12]=3)[C@@:7]([C:16]([F:19])([F:18])[F:17])([OH:15])[C:6]=2[CH:5]=[C:4]([O:20][CH2:21][C@@H:22]([OH:23])[CH3:24])[CH:3]=1. The catalyst class is: 7.